From a dataset of Forward reaction prediction with 1.9M reactions from USPTO patents (1976-2016). Predict the product of the given reaction. (1) Given the reactants [CH:1]12[CH2:10][CH:5]3[CH2:6][CH:7]([CH2:9][CH:3]([CH2:4]3)[CH:2]1[NH:11][C:12]([C:14]1[CH:15]=[N:16][N:17]([CH3:20])[C:18]=1Cl)=[O:13])[CH2:8]2.[CH2:21]([N:28]1[CH2:33][CH2:32][NH:31][CH2:30][CH2:29]1)[C:22]1[CH:27]=[CH:26][CH:25]=[CH:24][CH:23]=1, predict the reaction product. The product is: [CH:1]12[CH2:10][CH:5]3[CH2:6][CH:7]([CH2:9][CH:3]([CH2:4]3)[CH:2]1[NH:11][C:12]([C:14]1[CH:15]=[N:16][N:17]([CH3:20])[C:18]=1[N:31]1[CH2:32][CH2:33][N:28]([CH2:21][C:22]3[CH:23]=[CH:24][CH:25]=[CH:26][CH:27]=3)[CH2:29][CH2:30]1)=[O:13])[CH2:8]2. (2) Given the reactants [CH:1]1([N:4]([C@@H:18]2[C@H:25]3[C@H:21]([CH2:22][NH:23][CH2:24]3)[CH2:20][CH2:19]2)[S:5]([C:8]2[CH:13]=[CH:12][CH:11]=[C:10]([C:14]([F:17])([F:16])[F:15])[CH:9]=2)(=[O:7])=[O:6])[CH2:3][CH2:2]1.[F:26][C:27]1[CH:32]=[CH:31][C:30]([CH:33]([C:40]2[CH:45]=[CH:44][C:43]([F:46])=[CH:42][CH:41]=2)[CH2:34][CH2:35][CH2:36][CH2:37][CH:38]=O)=[CH:29][CH:28]=1.C(O)(=O)C.C([BH3-])#N, predict the reaction product. The product is: [F:26][C:27]1[CH:28]=[CH:29][C:30]([CH:33]([C:40]2[CH:41]=[CH:42][C:43]([F:46])=[CH:44][CH:45]=2)[CH2:34][CH2:35][CH2:36][CH2:37][CH2:38][N:23]2[CH2:24][C@H:25]3[C@@H:18]([N:4]([CH:1]4[CH2:2][CH2:3]4)[S:5]([C:8]4[CH:13]=[CH:12][CH:11]=[C:10]([C:14]([F:15])([F:17])[F:16])[CH:9]=4)(=[O:6])=[O:7])[CH2:19][CH2:20][C@H:21]3[CH2:22]2)=[CH:31][CH:32]=1. (3) Given the reactants [CH3:1][O:2][C:3]1[C:4](=[O:15])[N:5]([CH3:14])[CH:6]=[CH:7][C:8]=1[C:9]([O:11][CH2:12][CH3:13])=[O:10].C1C(=O)N([Br:23])C(=O)C1, predict the reaction product. The product is: [Br:23][C:6]1[N:5]([CH3:14])[C:4](=[O:15])[C:3]([O:2][CH3:1])=[C:8]([C:9]([O:11][CH2:12][CH3:13])=[O:10])[CH:7]=1. (4) Given the reactants [C:1]([O:5][C:6]([NH:8][CH2:9][CH2:10][CH2:11][NH:12]C(=O)/C=C/C1C(OCCC2C=CC=CC=2)=CC=C(CSC2C(Cl)=CC=CC=2Cl)N=1)=[O:7])([CH3:4])([CH3:3])[CH3:2].[F:42][C:43]1[C:48]([F:49])=[CH:47][C:46]([F:50])=[C:45]([F:51])[C:44]=1[S:52][CH2:53][C:54]1[N:59]=[C:58](/[CH:60]=[CH:61]/[C:62](O)=[O:63])[C:57]([O:65][CH2:66][CH2:67][C:68]2[CH:73]=[CH:72][CH:71]=[CH:70][CH:69]=2)=[CH:56][CH:55]=1, predict the reaction product. The product is: [C:1]([O:5][C:6]([NH:8][CH2:9][CH2:10][CH2:11][NH:12][C:62](=[O:63])/[CH:61]=[CH:60]/[C:58]1[C:57]([O:65][CH2:66][CH2:67][C:68]2[CH:73]=[CH:72][CH:71]=[CH:70][CH:69]=2)=[CH:56][CH:55]=[C:54]([CH2:53][S:52][C:44]2[C:43]([F:42])=[C:48]([F:49])[CH:47]=[C:46]([F:50])[C:45]=2[F:51])[N:59]=1)=[O:7])([CH3:4])([CH3:3])[CH3:2]. (5) Given the reactants Cl.[F:2][C:3]1[CH:21]=[CH:20][CH:19]=[CH:18][C:4]=1[CH2:5][N:6]1[C:10]2=[N:11][CH:12]=[CH:13][CH:14]=[C:9]2[C:8]([C:15](=[NH:17])[NH2:16])=[N:7]1.C[O:23][CH:24]=[C:25]([C:30](OC)=O)[C:26]([O:28][CH3:29])=[O:27].C[O-].[Na+], predict the reaction product. The product is: [F:2][C:3]1[CH:21]=[CH:20][CH:19]=[CH:18][C:4]=1[CH2:5][N:6]1[C:10]2=[N:11][CH:12]=[CH:13][CH:14]=[C:9]2[C:8]([C:15]2[N:16]=[C:24]([OH:23])[C:25]([C:26]([O:28][CH3:29])=[O:27])=[CH:30][N:17]=2)=[N:7]1. (6) The product is: [F:1][C:2]1[CH:3]=[C:4]([N:9]2[CH2:13][CH:12]([CH2:14][NH:15][C:16](=[O:18])[CH3:17])[O:11][C:10]2=[O:19])[CH:5]=[CH:6][C:7]=1[C:25]1[CH:26]=[CH:27][C:22]([CH2:21][OH:20])=[CH:23][CH:24]=1. Given the reactants [F:1][C:2]1[CH:3]=[C:4]([N:9]2[CH2:13][CH:12]([CH2:14][NH:15][C:16](=[O:18])[CH3:17])[O:11][C:10]2=[O:19])[CH:5]=[CH:6][C:7]=1I.[OH:20][CH2:21][C:22]1[CH:27]=[CH:26][C:25](B(O)O)=[CH:24][CH:23]=1.C(=O)([O-])[O-].[K+].[K+].C(O)C, predict the reaction product. (7) Given the reactants [N+:1]([C:4]1[CH:8]=[N:7][NH:6][C:5]=1[NH2:9])([O-:3])=[O:2].CN(/[CH:13]=[CH:14]/[C:15]([C:17]1[S:21][CH:20]=[CH:19][CH:18]=1)=O)C.C(OCC)(=O)C, predict the reaction product. The product is: [N+:1]([C:4]1[CH:8]=[N:7][N:6]2[C:15]([C:17]3[S:21][CH:20]=[CH:19][CH:18]=3)=[CH:14][CH:13]=[N:9][C:5]=12)([O-:3])=[O:2]. (8) Given the reactants [C:1]([Si:5]([CH3:19])([CH3:18])[O:6][CH2:7][C:8]1[CH:13]=[C:12]([O:14][CH3:15])[CH:11]=[CH:10][C:9]=1[CH:16]=[CH2:17])([CH3:4])([CH3:3])[CH3:2].[H][H], predict the reaction product. The product is: [C:1]([Si:5]([CH3:19])([CH3:18])[O:6][CH2:7][C:8]1[CH:13]=[C:12]([O:14][CH3:15])[CH:11]=[CH:10][C:9]=1[CH2:16][CH3:17])([CH3:3])([CH3:4])[CH3:2].